From a dataset of Forward reaction prediction with 1.9M reactions from USPTO patents (1976-2016). Predict the product of the given reaction. (1) The product is: [Cl:1][CH2:2][CH2:3][CH2:4][NH:5][C:6]([N:15]1[CH:24]2[CH:19]([CH2:20][CH2:21][CH2:22][CH2:23]2)[CH2:18][CH2:17][CH2:16]1)=[O:7]. Given the reactants [Cl:1][CH2:2][CH2:3][CH2:4][N:5]=[C:6]=[O:7].CCN(CC)CC.[NH:15]1[CH:24]2[CH:19]([CH2:20][CH2:21][CH2:22][CH2:23]2)[CH2:18][CH2:17][CH2:16]1.CCOC(C)=O, predict the reaction product. (2) Given the reactants [C:1]1([NH:7][C:8]2[C:13]([NH2:14])=[CH:12][CH:11]=[CH:10][C:9]=2[C:15]2[CH:20]=[CH:19][CH:18]=[CH:17][CH:16]=2)[CH:6]=[CH:5][CH:4]=[CH:3][CH:2]=1.[CH:21](=O)[C:22]1[CH:27]=[CH:26][CH:25]=[CH:24][CH:23]=1.S(=O)(O)[O-].[Na+].[Li+].[Cl-], predict the reaction product. The product is: [C:1]1([N:7]2[C:8]3[C:9]([C:15]4[CH:20]=[CH:19][CH:18]=[CH:17][CH:16]=4)=[CH:10][CH:11]=[CH:12][C:13]=3[N:14]=[C:21]2[C:22]2[CH:27]=[CH:26][CH:25]=[CH:24][CH:23]=2)[CH:6]=[CH:5][CH:4]=[CH:3][CH:2]=1.